From a dataset of Retrosynthesis with 50K atom-mapped reactions and 10 reaction types from USPTO. Predict the reactants needed to synthesize the given product. (1) Given the product Cc1ccc(Nc2cc(F)cc(F)c2)c(C(=O)Nc2nc(C3CC3)cs2)n1, predict the reactants needed to synthesize it. The reactants are: Cc1ccc(N)c(C(=O)Nc2nc(C3CC3)cs2)n1.Fc1cc(F)cc(Br)c1. (2) Given the product Cc1ccc2nc(N3CCS(=O)(=O)c4cc(Oc5ccccc5)ccc4C3)cc(Cl)c2c1, predict the reactants needed to synthesize it. The reactants are: Cc1ccc2nc(N3CCS(=O)(=O)c4cc(O)ccc4C3)cc(Cl)c2c1.Ic1ccccc1.